From a dataset of Peptide-MHC class I binding affinity with 185,985 pairs from IEDB/IMGT. Regression. Given a peptide amino acid sequence and an MHC pseudo amino acid sequence, predict their binding affinity value. This is MHC class I binding data. (1) The peptide sequence is TSACGIFLK. The MHC is HLA-A02:19 with pseudo-sequence HLA-A02:19. The binding affinity (normalized) is 0.0847. (2) The peptide sequence is IAQYKCVTIK. The MHC is HLA-A33:01 with pseudo-sequence HLA-A33:01. The binding affinity (normalized) is 0.0676. (3) The binding affinity (normalized) is 0.369. The peptide sequence is LVGSSGLSR. The MHC is Patr-A0101 with pseudo-sequence Patr-A0101. (4) The peptide sequence is LSDAIFDDL. The MHC is HLA-A68:02 with pseudo-sequence HLA-A68:02. The binding affinity (normalized) is 0.0847. (5) The peptide sequence is ILPKPTRK. The MHC is H-2-Db with pseudo-sequence H-2-Db. The binding affinity (normalized) is 0. (6) The peptide sequence is VLIVMLLFA. The MHC is HLA-A02:01 with pseudo-sequence HLA-A02:01. The binding affinity (normalized) is 0.282.